This data is from Forward reaction prediction with 1.9M reactions from USPTO patents (1976-2016). The task is: Predict the product of the given reaction. Given the reactants [N:1]([CH:4]([C:21]1[CH:26]=[CH:25][C:24]([F:27])=[CH:23][CH:22]=1)[CH2:5][N:6]1[C:14]2[CH:13]=[CH:12][C:11]([CH3:15])=[CH:10][C:9]=2[C:8]2[CH2:16][N:17]([CH3:20])[CH2:18][CH2:19][C:7]1=2)=[N+]=[N-].[Cl-].[NH4+], predict the reaction product. The product is: [CH3:20][N:17]1[CH2:18][CH2:19][C:7]2[N:6]([CH2:5][CH:4]([C:21]3[CH:22]=[CH:23][C:24]([F:27])=[CH:25][CH:26]=3)[NH2:1])[C:14]3[CH:13]=[CH:12][C:11]([CH3:15])=[CH:10][C:9]=3[C:8]=2[CH2:16]1.